Dataset: Reaction yield outcomes from USPTO patents with 853,638 reactions. Task: Predict the reaction yield, written as a fraction of the theoretical maximum amount of product (1.0 means a 100% yield; for example, 0.34 means a 34% yield). (1) The reactants are [OH:1][C@H:2]1[CH2:7][CH2:6][C@H:5]([N:8]2[C:13](=[O:14])[C:12]([CH2:15][C:16]3[CH:21]=[CH:20][C:19]([C:22]4[C:23]([C:28]#[N:29])=[CH:24][CH:25]=[CH:26][CH:27]=4)=[CH:18][CH:17]=3)=[C:11]([CH2:30][CH2:31][CH3:32])[N:10]3[N:33]=[C:34]([CH3:36])[N:35]=[C:9]23)[CH2:4][CH2:3]1.[N+](=[CH:39][C:40]([O:42][CH2:43][CH3:44])=[O:41])=[N-].O. The catalyst is C1(C)C=CC=CC=1.C([O-])(=O)C.[Rh+2].C([O-])(=O)C. The product is [CH2:43]([O:42][C:40](=[O:41])[CH2:39][O:1][C@H:2]1[CH2:7][CH2:6][C@H:5]([N:8]2[C:13](=[O:14])[C:12]([CH2:15][C:16]3[CH:21]=[CH:20][C:19]([C:22]4[CH:27]=[CH:26][CH:25]=[CH:24][C:23]=4[C:28]#[N:29])=[CH:18][CH:17]=3)=[C:11]([CH2:30][CH2:31][CH3:32])[N:10]3[N:33]=[C:34]([CH3:36])[N:35]=[C:9]23)[CH2:4][CH2:3]1)[CH3:44]. The yield is 0.560. (2) The reactants are [C:1]1([CH3:7])[CH:6]=[CH:5][CH:4]=[CH:3][CH:2]=1.C(O[O:13][C:14]([CH3:17])(C)C)(C)(C)C.[C]=O.[CH2:20]([OH:22])C. The catalyst is C([O-])(=O)C.[Rh+3].C([O-])(=O)C.C([O-])(=O)C.CC1(C)C2C(=C(P(C3C=CC=CC=3)C3C=CC=CC=3)C=CC=2)OC2C(P(C3C=CC=CC=3)C3C=CC=CC=3)=CC=CC1=2. The product is [C:1]1([CH2:7][C:20]([O:13][CH2:14][CH3:17])=[O:22])[CH:6]=[CH:5][CH:4]=[CH:3][CH:2]=1. The yield is 0.770. (3) The reactants are [C:1]([C:3]1[CH:11]=[CH:10][C:6]([C:7]([OH:9])=O)=[CH:5][CH:4]=1)#[N:2].C(Cl)(=O)C(Cl)=O.CCN(C(C)C)C(C)C.[NH2:27][C:28]1[CH:33]=[CH:32][N:31]=[CH:30][CH:29]=1. The catalyst is C(Cl)Cl.CN(C=O)C. The product is [C:1]([C:3]1[CH:4]=[CH:5][C:6]([C:7]([NH:27][C:28]2[CH:33]=[CH:32][N:31]=[CH:30][CH:29]=2)=[O:9])=[CH:10][CH:11]=1)#[N:2]. The yield is 0.420. (4) The reactants are [CH:1]1([C:4]([N:6]2[CH2:10][CH2:9][C@@H:8]([CH2:11][C:12]3[N:13]([C:18]4[CH:23]=[CH:22][C:21](B5OC(C)(C)C(C)(C)O5)=[CH:20][CH:19]=4)[C:14](=[O:17])[NH:15][N:16]=3)[CH2:7]2)=[O:5])[CH2:3][CH2:2]1.Br[C:34]1[CH:39]=[CH:38][C:37]([N:40]2[CH:44]=[CH:43][CH:42]=[CH:41]2)=[CH:36][CH:35]=1.C(=O)([O-])[O-].[K+].[K+]. The catalyst is O1CCOCC1.C1C=CC(P(C2C=CC=CC=2)[C-]2C=CC=C2)=CC=1.C1C=CC(P(C2C=CC=CC=2)[C-]2C=CC=C2)=CC=1.Cl[Pd]Cl.[Fe+2].ClCCl. The product is [CH:1]1([C:4]([N:6]2[CH2:10][CH2:9][C@@H:8]([CH2:11][C:12]3[N:13]([C:18]4[CH:23]=[CH:22][C:21]([C:34]5[CH:35]=[CH:36][C:37]([N:40]6[CH:41]=[CH:42][CH:43]=[CH:44]6)=[CH:38][CH:39]=5)=[CH:20][CH:19]=4)[C:14](=[O:17])[NH:15][N:16]=3)[CH2:7]2)=[O:5])[CH2:2][CH2:3]1. The yield is 0.420. (5) The yield is 0.390. The reactants are CO[C:3](=[O:14])[C:4]1[C:9]([Cl:10])=[CH:8][C:7]([Br:11])=[CH:6][C:5]=1[CH2:12]Br.[F:15][C:16]([F:28])([F:27])[O:17][C:18]1[CH:23]=[CH:22][C:21]([CH:24]([NH2:26])[CH3:25])=[CH:20][CH:19]=1.C([O-])([O-])=O.[K+].[K+].C(OCC)(=O)C. The catalyst is C1(C)C=CC=CC=1.CCCCCC. The product is [Br:11][C:7]1[CH:6]=[C:5]2[C:4](=[C:9]([Cl:10])[CH:8]=1)[C:3](=[O:14])[N:26]([CH:24]([C:21]1[CH:20]=[CH:19][C:18]([O:17][C:16]([F:15])([F:27])[F:28])=[CH:23][CH:22]=1)[CH3:25])[CH2:12]2. (6) The reactants are [O:1]=[C:2]1[CH2:7][CH2:6][CH2:5][CH2:4][N:3]1[C:8]1[CH:13]=[CH:12][CH:11]=[CH:10][C:9]=1[CH2:14][CH:15]=O.[NH:17]1[CH2:20][CH:19]([C:21]2[CH:22]=[C:23]([CH:26]=[CH:27][CH:28]=2)[C:24]#[N:25])[CH2:18]1.C(O)(=O)C.[BH3-]C#N.[Na+].[C:37]([OH:42])(=[O:41])[C:38]([OH:40])=[O:39]. The catalyst is CO.CC(C)=O. The product is [C:37]([OH:42])(=[O:41])[C:38]([OH:40])=[O:39].[O:1]=[C:2]1[CH2:7][CH2:6][CH2:5][CH2:4][N:3]1[C:8]1[CH:13]=[CH:12][CH:11]=[CH:10][C:9]=1[CH2:14][CH2:15][N:17]1[CH2:20][CH:19]([C:21]2[CH:22]=[C:23]([CH:26]=[CH:27][CH:28]=2)[C:24]#[N:25])[CH2:18]1. The yield is 0.310.